This data is from Reaction yield outcomes from USPTO patents with 853,638 reactions. The task is: Predict the reaction yield, written as a fraction of the theoretical maximum amount of product (1.0 means a 100% yield; for example, 0.34 means a 34% yield). (1) The reactants are [N:1]1[CH:6]=[CH:5][CH:4]=[C:3]([C:7]2[CH:8]=[C:9]3[N:14]([CH:15]=2)[N:13]=[CH:12][N:11]=[C:10]3O)[CH:2]=1.O=P(Cl)(Cl)[Cl:19].CCN(C(C)C)C(C)C. The catalyst is C1(C)C=CC=CC=1. The product is [Cl:19][C:10]1[C:9]2=[CH:8][C:7]([C:3]3[CH:2]=[N:1][CH:6]=[CH:5][CH:4]=3)=[CH:15][N:14]2[N:13]=[CH:12][N:11]=1. The yield is 0.330. (2) The reactants are [C:1]([N:11]1[CH2:16][CH2:15][NH:14][CH2:13][CH2:12]1)([O:3][CH2:4][C:5]1[CH:10]=[CH:9][CH:8]=[CH:7][CH:6]=1)=[O:2].[NH:17]([C:22]([O:24][C:25]([CH3:28])([CH3:27])[CH3:26])=[O:23])[CH2:18][C:19](O)=[O:20].F[P-](F)(F)(F)(F)F.N1(O[P+](N(C)C)(N(C)C)N(C)C)C2C=CC=CC=2N=N1.C(N(C(C)C)CC)(C)C. The catalyst is CN(C=O)C.[Cl-].[Na+].O. The product is [C:25]([O:24][C:22]([NH:17][CH2:18][C:19]([N:14]1[CH2:13][CH2:12][N:11]([C:1]([O:3][CH2:4][C:5]2[CH:6]=[CH:7][CH:8]=[CH:9][CH:10]=2)=[O:2])[CH2:16][CH2:15]1)=[O:20])=[O:23])([CH3:28])([CH3:27])[CH3:26]. The yield is 0.890. (3) The reactants are C([N:8]1[CH2:12][C@@H:11]([N:13]([C:22](=[O:24])[CH3:23])[CH:14]2[CH2:19][CH2:18][C:17]([CH3:21])([CH3:20])[CH2:16][CH2:15]2)[CH2:10][C@H:9]1[C:25]([N:27]1[CH2:32][CH2:31][N:30]([CH3:33])[CH2:29][CH2:28]1)=[O:26])(OC(C)(C)C)=O.Cl. The catalyst is C(Cl)Cl. The product is [CH3:20][C:17]1([CH3:21])[CH2:18][CH2:19][CH:14]([N:13]([C@H:11]2[CH2:10][C@@H:9]([C:25]([N:27]3[CH2:28][CH2:29][N:30]([CH3:33])[CH2:31][CH2:32]3)=[O:26])[NH:8][CH2:12]2)[C:22](=[O:24])[CH3:23])[CH2:15][CH2:16]1. The yield is 0.998. (4) The reactants are [N:1]1[CH:6]=[CH:5][CH:4]=[C:3]([N:7]2[CH2:12][CH2:11][CH:10]([NH:13]C(=O)OC(C)(C)C)[CH2:9][CH2:8]2)[N:2]=1.Cl.O1CCOCC1. The catalyst is C1COCC1.CO. The product is [N:1]1[CH:6]=[CH:5][CH:4]=[C:3]([N:7]2[CH2:12][CH2:11][CH:10]([NH2:13])[CH2:9][CH2:8]2)[N:2]=1. The yield is 1.00. (5) The reactants are [C:1]([C:3]1[C:11]2[C:6](=[CH:7][C:8]([O:12]CC)=[CH:9][CH:10]=2)[N:5]([CH2:15][CH3:16])[C:4]=1[C:17]1[CH:22]=[CH:21][C:20]([NH:23][C:24]([CH:26]2[CH2:28][CH2:27]2)=[O:25])=[CH:19][CH:18]=1)#[N:2].B(Br)(Br)Br.C([O-])(O)=O.[Na+]. The catalyst is C(Cl)Cl. The product is [C:1]([C:3]1[C:11]2[C:6](=[CH:7][C:8]([OH:12])=[CH:9][CH:10]=2)[N:5]([CH2:15][CH3:16])[C:4]=1[C:17]1[CH:22]=[CH:21][C:20]([NH:23][C:24]([CH:26]2[CH2:28][CH2:27]2)=[O:25])=[CH:19][CH:18]=1)#[N:2]. The yield is 0.910. (6) The reactants are [Cl:1][C:2]1[C:10]([C:11]#[N:12])=[CH:9][CH:8]=[C:7]2[C:3]=1[CH:4]=[C:5]([CH:17]([F:19])[F:18])[N:6]2[CH2:13][C:14]([OH:16])=O.CCN=C=NCCCN(C)C.Cl.O[NH:33][C:34]([C:36]1[CH:41]=[CH:40][CH:39]=[CH:38][N:37]=1)=[NH:35]. The catalyst is ClCCCl. The product is [Cl:1][C:2]1[C:10]([C:11]#[N:12])=[CH:9][CH:8]=[C:7]2[C:3]=1[CH:4]=[C:5]([CH:17]([F:19])[F:18])[N:6]2[CH2:13][C:14]1[O:16][N:35]=[C:34]([C:36]2[CH:41]=[CH:40][CH:39]=[CH:38][N:37]=2)[N:33]=1. The yield is 0.590. (7) The reactants are [F:1][C:2]1[CH:7]=[C:6]([C:8]([F:11])([F:10])[F:9])[CH:5]=[CH:4][C:3]=1[CH:12]1[CH2:17][C:16](=[O:18])[NH:15][C:14]([CH3:19])=[C:13]1[C:20]([OH:22])=O.[NH2:23][C:24]1[CH:25]=[C:26]2[C:30](=[CH:31][CH:32]=1)[NH:29][N:28]=[C:27]2[Cl:33].C(Cl)CCl.CCN(CC)CC. The catalyst is CN(C=O)C.CCOC(C)=O.Cl. The product is [Cl:33][C:27]1[C:26]2[C:30](=[CH:31][CH:32]=[C:24]([NH:23][C:20]([C:13]3[CH:12]([C:3]4[CH:4]=[CH:5][C:6]([C:8]([F:11])([F:10])[F:9])=[CH:7][C:2]=4[F:1])[CH2:17][C:16](=[O:18])[NH:15][C:14]=3[CH3:19])=[O:22])[CH:25]=2)[NH:29][N:28]=1. The yield is 0.200. (8) The yield is 0.950. The product is [CH3:1][O:2][C:3]1[C:12]([NH:13][C:14]([N:31]2[CH2:32][CH2:33][N:28]([C:24]3[CH:25]=[CH:26][CH:27]=[C:22]([CH3:21])[CH:23]=3)[CH2:29][CH2:30]2)=[O:18])=[N:11][C:10]2[C:5](=[CH:6][CH:7]=[C:8]([O:19][CH3:20])[CH:9]=2)[N:4]=1. The reactants are [CH3:1][O:2][C:3]1[C:12]([NH:13][C:14](=[O:18])OCC)=[N:11][C:10]2[C:5](=[CH:6][CH:7]=[C:8]([O:19][CH3:20])[CH:9]=2)[N:4]=1.[CH3:21][C:22]1[CH:23]=[C:24]([N:28]2[CH2:33][CH2:32][NH:31][CH2:30][CH2:29]2)[CH:25]=[CH:26][CH:27]=1. No catalyst specified.